From a dataset of Full USPTO retrosynthesis dataset with 1.9M reactions from patents (1976-2016). Predict the reactants needed to synthesize the given product. (1) Given the product [NH2:8][CH2:9][CH2:10][CH2:11][C@@H:12]([CH2:16][C:17]1[N:18]=[CH:19][N:20]2[C:29]3[C:24](=[CH:25][CH:26]=[CH:27][CH:28]=3)[CH2:23][CH2:22][C:21]=12)[C:13]([OH:15])=[O:14], predict the reactants needed to synthesize it. The reactants are: C(OC([NH:8][CH2:9][CH2:10][CH2:11][CH:12]([CH2:16][C:17]1[N:18]=[CH:19][N:20]2[C:29]3[C:24](=[CH:25][CH:26]=[CH:27][CH:28]=3)[CH2:23][CH2:22][C:21]=12)[C:13]([OH:15])=[O:14])=O)(C)(C)C.C1([C@@H](O)[C@@H](N2CCCC2)C)C=CC=CC=1.Cl.CN(C)CCCN=C=NCC.C(=O)([O-])O.[Na+].C(OC(NCCC[C@@H](CC1N=CN2C3C(=CC=CC=3)CCC=12)C(O[C@H](C1C=CC=CC=1)[C@@H](N1CCCC1)C)=O)=O)(C)(C)C.C(OC(NCCC[C@H](CC1N=CN2C3C(=CC=CC=3)CCC=12)C(O[C@H](C1C=CC=CC=1)[C@@H](N1CCCC1)C)=O)=O)(C)(C)C. (2) The reactants are: Cl[C:2]1([C:25]([O:27][CH2:28][CH3:29])=[O:26])[CH2:7][CH2:6][CH2:5][N:4]2[C:8]([C:11]3[CH:16]=[CH:15][C:14]([C:17]4[O:21][C:20]([CH3:22])=[N:19][CH:18]=4)=[C:13]([O:23][CH3:24])[CH:12]=3)=[N:9][N:10]=[C:3]12.[F:30][C:31]1[CH:32]=[C:33]([OH:38])[CH:34]=[CH:35][C:36]=1[F:37].C(=O)([O-])[O-].[K+].[K+].CN(C=O)C. Given the product [F:30][C:31]1[CH:32]=[C:33]([CH:34]=[CH:35][C:36]=1[F:37])[O:38][C:2]1([C:25]([O:27][CH2:28][CH3:29])=[O:26])[CH2:7][CH2:6][CH2:5][N:4]2[C:8]([C:11]3[CH:16]=[CH:15][C:14]([C:17]4[O:21][C:20]([CH3:22])=[N:19][CH:18]=4)=[C:13]([O:23][CH3:24])[CH:12]=3)=[N:9][N:10]=[C:3]12, predict the reactants needed to synthesize it.